Dataset: NCI-60 drug combinations with 297,098 pairs across 59 cell lines. Task: Regression. Given two drug SMILES strings and cell line genomic features, predict the synergy score measuring deviation from expected non-interaction effect. (1) Drug 1: C1CCC(C1)C(CC#N)N2C=C(C=N2)C3=C4C=CNC4=NC=N3. Drug 2: C(CN)CNCCSP(=O)(O)O. Cell line: HT29. Synergy scores: CSS=-9.57, Synergy_ZIP=2.45, Synergy_Bliss=-5.59, Synergy_Loewe=-10.9, Synergy_HSA=-10.8. (2) Drug 1: C1=CC(=CC=C1C#N)C(C2=CC=C(C=C2)C#N)N3C=NC=N3. Drug 2: C1CC(=O)NC(=O)C1N2C(=O)C3=CC=CC=C3C2=O. Cell line: HS 578T. Synergy scores: CSS=0.102, Synergy_ZIP=0.715, Synergy_Bliss=0.780, Synergy_Loewe=-1.86, Synergy_HSA=-1.22. (3) Drug 1: C1=C(C(=O)NC(=O)N1)F. Drug 2: C1=CN(C(=O)N=C1N)C2C(C(C(O2)CO)O)O.Cl. Cell line: PC-3. Synergy scores: CSS=43.6, Synergy_ZIP=-6.42, Synergy_Bliss=-4.56, Synergy_Loewe=2.07, Synergy_HSA=3.44. (4) Drug 1: CC1C(C(CC(O1)OC2CC(CC3=C2C(=C4C(=C3O)C(=O)C5=C(C4=O)C(=CC=C5)OC)O)(C(=O)CO)O)N)O.Cl. Drug 2: C1=NNC2=C1C(=O)NC=N2. Cell line: OVCAR3. Synergy scores: CSS=1.70, Synergy_ZIP=-4.36, Synergy_Bliss=-7.74, Synergy_Loewe=-9.01, Synergy_HSA=-4.77. (5) Drug 1: CC(C1=C(C=CC(=C1Cl)F)Cl)OC2=C(N=CC(=C2)C3=CN(N=C3)C4CCNCC4)N. Drug 2: CCC1=CC2CC(C3=C(CN(C2)C1)C4=CC=CC=C4N3)(C5=C(C=C6C(=C5)C78CCN9C7C(C=CC9)(C(C(C8N6C)(C(=O)OC)O)OC(=O)C)CC)OC)C(=O)OC.C(C(C(=O)O)O)(C(=O)O)O. Cell line: MALME-3M. Synergy scores: CSS=39.2, Synergy_ZIP=-0.454, Synergy_Bliss=0.469, Synergy_Loewe=-5.42, Synergy_HSA=0.881. (6) Drug 1: CCC(=C(C1=CC=CC=C1)C2=CC=C(C=C2)OCCN(C)C)C3=CC=CC=C3.C(C(=O)O)C(CC(=O)O)(C(=O)O)O. Cell line: SN12C. Synergy scores: CSS=-0.117, Synergy_ZIP=-1.11, Synergy_Bliss=-1.90, Synergy_Loewe=-3.95, Synergy_HSA=-2.43. Drug 2: C1=NNC2=C1C(=O)NC=N2. (7) Drug 1: C1CCC(C1)C(CC#N)N2C=C(C=N2)C3=C4C=CNC4=NC=N3. Drug 2: CN(C)C1=NC(=NC(=N1)N(C)C)N(C)C. Cell line: SNB-19. Synergy scores: CSS=-9.73, Synergy_ZIP=2.89, Synergy_Bliss=1.01, Synergy_Loewe=-2.63, Synergy_HSA=-2.77. (8) Drug 1: CCCCCOC(=O)NC1=NC(=O)N(C=C1F)C2C(C(C(O2)C)O)O. Drug 2: CNC(=O)C1=NC=CC(=C1)OC2=CC=C(C=C2)NC(=O)NC3=CC(=C(C=C3)Cl)C(F)(F)F. Cell line: HOP-62. Synergy scores: CSS=0.124, Synergy_ZIP=8.26, Synergy_Bliss=4.26, Synergy_Loewe=1.68, Synergy_HSA=-1.08. (9) Drug 1: C1CCC(C1)C(CC#N)N2C=C(C=N2)C3=C4C=CNC4=NC=N3. Drug 2: C1C(C(OC1N2C=NC3=C(N=C(N=C32)Cl)N)CO)O. Cell line: A498. Synergy scores: CSS=2.23, Synergy_ZIP=-0.716, Synergy_Bliss=-0.215, Synergy_Loewe=-2.37, Synergy_HSA=-1.19.